This data is from NCI-60 drug combinations with 297,098 pairs across 59 cell lines. The task is: Regression. Given two drug SMILES strings and cell line genomic features, predict the synergy score measuring deviation from expected non-interaction effect. (1) Drug 1: C1=CC=C(C=C1)NC(=O)CCCCCCC(=O)NO. Drug 2: C#CCC(CC1=CN=C2C(=N1)C(=NC(=N2)N)N)C3=CC=C(C=C3)C(=O)NC(CCC(=O)O)C(=O)O. Cell line: COLO 205. Synergy scores: CSS=48.6, Synergy_ZIP=4.90, Synergy_Bliss=0.318, Synergy_Loewe=-16.1, Synergy_HSA=-0.0722. (2) Drug 1: COC1=C(C=C2C(=C1)N=CN=C2NC3=CC(=C(C=C3)F)Cl)OCCCN4CCOCC4. Drug 2: CC(C)(C#N)C1=CC(=CC(=C1)CN2C=NC=N2)C(C)(C)C#N. Cell line: LOX IMVI. Synergy scores: CSS=7.62, Synergy_ZIP=-3.61, Synergy_Bliss=-3.10, Synergy_Loewe=-1.98, Synergy_HSA=-1.40. (3) Drug 1: CC1=C2C(C(=O)C3(C(CC4C(C3C(C(C2(C)C)(CC1OC(=O)C(C(C5=CC=CC=C5)NC(=O)OC(C)(C)C)O)O)OC(=O)C6=CC=CC=C6)(CO4)OC(=O)C)OC)C)OC. Drug 2: C1C(C(OC1N2C=C(C(=O)NC2=O)F)CO)O. Cell line: 786-0. Synergy scores: CSS=61.5, Synergy_ZIP=1.59, Synergy_Bliss=0.494, Synergy_Loewe=1.82, Synergy_HSA=5.63. (4) Drug 1: C1=NNC2=C1C(=O)NC=N2. Drug 2: COCCOC1=C(C=C2C(=C1)C(=NC=N2)NC3=CC=CC(=C3)C#C)OCCOC.Cl. Cell line: HS 578T. Synergy scores: CSS=3.44, Synergy_ZIP=-0.628, Synergy_Bliss=-0.792, Synergy_Loewe=-0.263, Synergy_HSA=-0.596. (5) Drug 1: C(=O)(N)NO. Drug 2: CC12CCC3C(C1CCC2O)C(CC4=C3C=CC(=C4)O)CCCCCCCCCS(=O)CCCC(C(F)(F)F)(F)F. Cell line: ACHN. Synergy scores: CSS=3.04, Synergy_ZIP=-0.118, Synergy_Bliss=3.15, Synergy_Loewe=-0.685, Synergy_HSA=0.442. (6) Drug 1: CCCS(=O)(=O)NC1=C(C(=C(C=C1)F)C(=O)C2=CNC3=C2C=C(C=N3)C4=CC=C(C=C4)Cl)F. Drug 2: COC1=C(C=C2C(=C1)N=CN=C2NC3=CC(=C(C=C3)F)Cl)OCCCN4CCOCC4. Cell line: UO-31. Synergy scores: CSS=34.3, Synergy_ZIP=-7.11, Synergy_Bliss=0.527, Synergy_Loewe=1.37, Synergy_HSA=3.45.